This data is from Full USPTO retrosynthesis dataset with 1.9M reactions from patents (1976-2016). The task is: Predict the reactants needed to synthesize the given product. Given the product [CH3:17][N:18]([CH2:20][CH2:21][O:15][C:14](=[O:16])[C@H:12]([CH3:13])[NH:11][C:9](=[O:10])[CH2:8][C:4]1[CH:5]=[CH:6][CH:7]=[C:2]([Cl:1])[CH:3]=1)[CH3:19], predict the reactants needed to synthesize it. The reactants are: [Cl:1][C:2]1[CH:3]=[C:4]([CH2:8][C:9]([NH:11][C@H:12]([C:14]([OH:16])=[O:15])[CH3:13])=[O:10])[CH:5]=[CH:6][CH:7]=1.[CH3:17][N:18]([CH2:20][CH2:21]O)[CH3:19].